Dataset: Reaction yield outcomes from USPTO patents with 853,638 reactions. Task: Predict the reaction yield, written as a fraction of the theoretical maximum amount of product (1.0 means a 100% yield; for example, 0.34 means a 34% yield). (1) The reactants are [NH2:1][C:2]1[CH:9]=[C:8]([F:10])[C:7]([O:11][CH3:12])=[CH:6][C:3]=1[CH:4]=O.[CH2:13]([C@:15]1([OH:31])[C:27]2[CH:26]=[C:25]3[N:21]([CH2:22][CH2:23][C:24]3=O)[C:20](=[O:29])[C:19]=2[CH2:18][O:17][C:16]1=[O:30])[CH3:14].C1(C)C=CC(S(O)(=O)=O)=CC=1. The catalyst is C1(C)C=CC=CC=1. The product is [CH2:13]([C@:15]1([OH:31])[C:27]2[CH:26]=[C:25]3[N:21]([CH2:22][C:23]4[C:24]3=[N:1][C:2]3[CH:9]=[C:8]([F:10])[C:7]([O:11][CH3:12])=[CH:6][C:3]=3[CH:4]=4)[C:20](=[O:29])[C:19]=2[CH2:18][O:17][C:16]1=[O:30])[CH3:14]. The yield is 0.780. (2) The reactants are [C:1]([C:3]1[CH:10]=[CH:9][C:6]([CH:7]=O)=[CH:5][CH:4]=1)#[CH:2].[NH2:11][C:12]1[N:13]=[N:14][C:15]([CH3:18])=[CH:16][CH:17]=1.C(O[C:22](=[O:37])[C:23]([OH:36])=[CH:24][C:25]([C:27]1[CH:32]=[CH:31][C:30]([CH:33]([CH3:35])[CH3:34])=[CH:29][CH:28]=1)=[O:26])C. No catalyst specified. The product is [C:1]([C:3]1[CH:10]=[CH:9][C:6]([CH:7]2[N:11]([C:12]3[N:13]=[N:14][C:15]([CH3:18])=[CH:16][CH:17]=3)[C:22](=[O:37])[C:23]([OH:36])=[C:24]2[C:25](=[O:26])[C:27]2[CH:28]=[CH:29][C:30]([CH:33]([CH3:34])[CH3:35])=[CH:31][CH:32]=2)=[CH:5][CH:4]=1)#[CH:2]. The yield is 0.160. (3) The reactants are OC(C(F)(F)F)=O.[CH3:8][C:9]([Si:12]([CH3:27])([CH3:26])[O:13][C@H:14]1[C@@H:19]([N:20]2[CH2:24][CH2:23][CH2:22][C:21]2=[O:25])[CH2:18][CH2:17][NH:16][CH2:15]1)([CH3:11])[CH3:10].CCN(C(C)C)C(C)C.[Cl:37][C:38]1[N:42]2[CH:43]=[C:44]([CH:51]3[CH2:53][CH2:52]3)[CH:45]=[C:46]([C:47]([F:50])([F:49])[F:48])[C:41]2=[N:40][C:39]=1[C:54](O)=[O:55].CN(C(ON1N=NC2C=CC=NC1=2)=[N+](C)C)C.F[P-](F)(F)(F)(F)F. The catalyst is CN(C=O)C.CCOC(C)=O. The product is [Cl:37][C:38]1[N:42]2[CH:43]=[C:44]([CH:51]3[CH2:53][CH2:52]3)[CH:45]=[C:46]([C:47]([F:49])([F:48])[F:50])[C:41]2=[N:40][C:39]=1[C:54]([N:16]1[CH2:17][CH2:18][C@H:19]([N:20]2[CH2:24][CH2:23][CH2:22][C:21]2=[O:25])[C@H:14]([O:13][Si:12]([C:9]([CH3:8])([CH3:10])[CH3:11])([CH3:27])[CH3:26])[CH2:15]1)=[O:55]. The yield is 1.00. (4) The reactants are [C:1]1([O:7][CH3:8])[CH:6]=[CH:5][CH:4]=[CH:3][CH:2]=1.[C:9](O[C:9](=[O:12])[CH2:10][CH3:11])(=[O:12])[CH2:10][CH3:11].FC(F)(F)S([O-])(=O)=O.C([N+]1C=CN(C)C=1)C. No catalyst specified. The product is [CH3:8][O:7][C:1]1[CH:6]=[CH:5][C:4]([C:9](=[O:12])[CH2:10][CH3:11])=[CH:3][CH:2]=1. The yield is 0.655. (5) The reactants are [CH:1]1[C:17]2[C:16]3[C:15]4[C:14]5[CH:18]=[CH:19][CH:20]=[CH:21][C:13]=5[CH:12]=[CH:11][C:10]=4[NH:9][C:8]=3[CH:7]=[CH:6][C:5]=2[CH:4]=[CH:3][CH:2]=1.[Br:22][C:23]1[CH:28]=[CH:27][C:26](I)=[CH:25][CH:24]=1.CC(C)([O-])C.[Na+].C1(C)C=C(C)C=C(C)C=1.C(P(C(C)(C)C)C(C)(C)C)(C)(C)C. The catalyst is C1(C)C=CC=CC=1.C1C=CC(/C=C/C(/C=C/C2C=CC=CC=2)=O)=CC=1.C1C=CC(/C=C/C(/C=C/C2C=CC=CC=2)=O)=CC=1.[Pd].O.CCCCCC. The product is [Br:22][C:23]1[CH:28]=[CH:27][C:26]([N:9]2[C:8]3[CH:7]=[CH:6][C:5]4[CH:4]=[CH:3][CH:2]=[CH:1][C:17]=4[C:16]=3[C:15]3[C:14]4[CH:18]=[CH:19][CH:20]=[CH:21][C:13]=4[CH:12]=[CH:11][C:10]2=3)=[CH:25][CH:24]=1. The yield is 0.380. (6) The reactants are [Cl:1][C:2]1[CH:3]=[C:4]([C:8]2[C:16]([C:17]3[CH:22]=[CH:21][N:20]=[C:19]([NH:23][CH:24]4[CH2:28][CH2:27][CH2:26][CH2:25]4)[N:18]=3)=[C:15]3[N:10]([CH:11]=[N:12][CH:13]=[CH:14]3)[N:9]=2)[CH:5]=[CH:6][CH:7]=1.C([N-]C(C)C)(C)C.[Li+].[CH3:37][S:38]SC. The catalyst is O1CCCC1. The product is [Cl:1][C:2]1[CH:3]=[C:4]([C:8]2[C:16]([C:17]3[CH:22]=[CH:21][N:20]=[C:19]([NH:23][CH:24]4[CH2:28][CH2:27][CH2:26][CH2:25]4)[N:18]=3)=[C:15]3[N:10]([C:11]([S:38][CH3:37])=[N:12][CH:13]=[CH:14]3)[N:9]=2)[CH:5]=[CH:6][CH:7]=1. The yield is 0.570. (7) The reactants are [F:1][C:2]([F:16])([F:15])[O:3][C:4]1[CH:12]=[C:11]([CH:13]=[CH2:14])[CH:10]=[CH:9][C:5]=1[C:6]([OH:8])=[O:7].Br[CH:18]([C:23]1[CH:28]=[C:27]([Cl:29])[C:26]([F:30])=[C:25]([Cl:31])[CH:24]=1)[C:19]([F:22])([F:21])[F:20].N1C=CC=CC=1C1C=CC=CN=1. The catalyst is CN1CCCC1.O.[Cu]Cl. The product is [Cl:29][C:27]1[CH:28]=[C:23]([CH:18]([C:19]([F:22])([F:21])[F:20])/[CH:14]=[CH:13]/[C:11]2[CH:10]=[CH:9][C:5]([C:6]([OH:8])=[O:7])=[C:4]([O:3][C:2]([F:15])([F:16])[F:1])[CH:12]=2)[CH:24]=[C:25]([Cl:31])[C:26]=1[F:30]. The yield is 0.210.